From a dataset of Full USPTO retrosynthesis dataset with 1.9M reactions from patents (1976-2016). Predict the reactants needed to synthesize the given product. (1) Given the product [Cl-:14].[CH3:15][N+:16]([CH3:17])([CH2:18][CH2:19][CH2:20][CH2:21][CH2:22][CH2:23][CH2:24][CH2:25][CH2:26][CH2:27][CH2:28][CH2:29][CH2:30][CH2:31][CH2:32][CH2:33][CH2:34][CH3:35])[CH2:13][CH2:12][CH2:11][Si:4]([O:8][CH2:9][CH3:10])([O:5][CH2:6][CH3:7])[O:3][CH2:1][CH3:2], predict the reactants needed to synthesize it. The reactants are: [CH2:1]([O:3][Si:4]([CH2:11][CH2:12][CH2:13][Cl:14])([O:8][CH2:9][CH3:10])[O:5][CH2:6][CH3:7])[CH3:2].[CH3:15][N:16]([CH2:18][CH2:19][CH2:20][CH2:21][CH2:22][CH2:23][CH2:24][CH2:25][CH2:26][CH2:27][CH2:28][CH2:29][CH2:30][CH2:31][CH2:32][CH2:33][CH2:34][CH3:35])[CH3:17]. (2) Given the product [Cl:8][C:7]1[N:6]=[CH:5][C:4]([C:9]([O:11][CH3:12])=[O:10])=[CH:3][C:2]=1[CH3:13], predict the reactants needed to synthesize it. The reactants are: Br[C:2]1[CH:3]=[C:4]([C:9]([O:11][CH3:12])=[O:10])[CH:5]=[N:6][C:7]=1[Cl:8].[C:13]([O-])([O-])=O.[K+].[K+].CB1OB(C)OB(C)O1. (3) Given the product [CH3:1][O:2][C:3](=[O:9])[C:4]([CH3:8])([CH3:7])[CH:5]=[O:6], predict the reactants needed to synthesize it. The reactants are: [CH3:1][O:2][C:3](=[O:9])[C:4]([CH3:8])([CH3:7])[CH2:5][OH:6].[Cr](Cl)([O-])(=O)=O.[NH+]1C=CC=CC=1. (4) Given the product [Br:1][C:2]1[CH:3]=[CH:4][C:5]2[N:9]=[CH:8][N:7]([CH:10]3[CH2:11][CH2:12][N:13]([C:17](=[O:18])[CH3:19])[CH2:14][CH2:15]3)[C:6]=2[CH:16]=1, predict the reactants needed to synthesize it. The reactants are: [Br:1][C:2]1[CH:3]=[CH:4][C:5]2[N:9]=[CH:8][N:7]([CH:10]3[CH2:15][CH2:14][NH:13][CH2:12][CH2:11]3)[C:6]=2[CH:16]=1.[C:17](Cl)([CH3:19])=[O:18]. (5) Given the product [CH3:38][O:33][C:29]1[CH:28]=[C:27]([CH:22]2[C:21]([CH3:34])([CH3:35])[O:20][C:19]([NH:18][C@H:11]([C:12]3[CH:13]=[CH:14][CH:15]=[CH:16][CH:17]=3)[CH2:10][CH2:9][OH:8])=[N:24][S:23]2(=[O:26])=[O:25])[CH:32]=[CH:31][CH:30]=1, predict the reactants needed to synthesize it. The reactants are: [Si]([O:8][CH2:9][CH2:10][C@H:11]([NH:18][C:19]1[O:20][C:21]([CH3:35])([CH3:34])[CH:22]([C:27]2[CH:28]=[C:29]([OH:33])[CH:30]=[CH:31][CH:32]=2)[S:23](=[O:26])(=[O:25])[N:24]=1)[C:12]1[CH:17]=[CH:16][CH:15]=[CH:14][CH:13]=1)(C(C)(C)C)(C)C.CI.[CH3:38][Si]([N-][Si](C)(C)C)(C)C.[Na+]. (6) Given the product [CH3:23][O:24][CH2:25][CH2:26][N:27]([CH2:54][C:53]1[N:48]2[CH:49]=[CH:50][CH:51]=[CH:52][C:47]2=[N:46][C:45]=1[CH2:44][N:33]([CH3:32])[C@@H:34]1[C:43]2[N:42]=[CH:41][CH:40]=[CH:39][C:38]=2[CH2:37][CH2:36][CH2:35]1)[CH2:28][CH2:29][O:30][CH3:31], predict the reactants needed to synthesize it. The reactants are: N1C(CN(C)[C@@H]2C3N=CC=CC=3CCC2)=CN2C=CC=CC=12.[CH3:23][O:24][CH2:25][CH2:26][NH:27][CH2:28][CH2:29][O:30][CH3:31].[CH3:32][N:33]([CH2:44][C:45]1[N:46]=[C:47]2[CH:52]=[CH:51][CH:50]=[CH:49][N:48]2[C:53]=1[CH2:54]N1CCOCC1)[C@@H:34]1[C:43]2[N:42]=[CH:41][CH:40]=[CH:39][C:38]=2[CH2:37][CH2:36][CH2:35]1. (7) The reactants are: N(C(OC(C)(C)C)=O)=NC(OC(C)(C)C)=O.[CH3:17][O:18][C:19](=[O:31])[CH2:20][C@H:21]1[C:25]2[CH:26]=[CH:27][C:28]([OH:30])=[CH:29][C:24]=2[O:23][CH2:22]1.[Br:32][C:33]1[C:41]([C:42]([F:45])([F:44])[F:43])=[CH:40][CH:39]=[C:38]2[C:34]=1[CH2:35][CH2:36][C@@H:37]2O.C(P(CCCC)CCCC)CCC. Given the product [CH3:17][O:18][C:19](=[O:31])[CH2:20][C@H:21]1[C:25]2[CH:26]=[CH:27][C:28]([O:30][C@H:37]3[C:38]4[C:34](=[C:33]([Br:32])[C:41]([C:42]([F:43])([F:44])[F:45])=[CH:40][CH:39]=4)[CH2:35][CH2:36]3)=[CH:29][C:24]=2[O:23][CH2:22]1, predict the reactants needed to synthesize it.